This data is from Full USPTO retrosynthesis dataset with 1.9M reactions from patents (1976-2016). The task is: Predict the reactants needed to synthesize the given product. (1) Given the product [N:6]1[C:5]2[CH:7]=[CH:8][CH:9]=[CH:10][C:4]=2[NH:3][C:2]=1[NH:16][C:15]1[CH:17]=[CH:18][C:12]([F:11])=[C:13]([C:19]([F:22])([F:20])[F:21])[CH:14]=1, predict the reactants needed to synthesize it. The reactants are: Cl[C:2]1[NH:3][C:4]2[CH:10]=[CH:9][CH:8]=[CH:7][C:5]=2[N:6]=1.[F:11][C:12]1[CH:18]=[CH:17][C:15]([NH2:16])=[CH:14][C:13]=1[C:19]([F:22])([F:21])[F:20]. (2) Given the product [CH3:26][C:27]1[CH:33]=[CH:32][C:30]([NH:31][C:12](=[O:14])[CH2:11][C:10]([C:7]2[CH:6]=[CH:5][C:4]([N+:1]([O-:3])=[O:2])=[CH:9][CH:8]=2)=[O:17])=[CH:29][C:28]=1[C:34]([F:35])([F:36])[F:37], predict the reactants needed to synthesize it. The reactants are: [N+:1]([C:4]1[CH:9]=[CH:8][C:7]([C:10](=[O:17])[CH2:11][C:12]([O:14]CC)=O)=[CH:6][CH:5]=1)([O-:3])=[O:2].CC1C=CC=CC=1C.[CH3:26][C:27]1[CH:33]=[CH:32][C:30]([NH2:31])=[CH:29][C:28]=1[C:34]([F:37])([F:36])[F:35]. (3) Given the product [Cl:8][C:9]1[C:10]([C:24]([NH2:26])=[O:25])=[C:11]2[CH2:16][N:15]([C:42](=[O:43])[CH2:41][CH2:40][CH:34]3[CH2:39][CH2:38][CH2:37][CH2:36][CH2:35]3)[CH2:14][CH2:13][N:12]2[C:17]=1[C:18]1[CH:23]=[CH:22][CH:21]=[CH:20][CH:19]=1, predict the reactants needed to synthesize it. The reactants are: FC(F)(F)C(O)=O.[Cl:8][C:9]1[C:10]([C:24]([NH2:26])=[O:25])=[C:11]2[CH2:16][NH:15][CH2:14][CH2:13][N:12]2[C:17]=1[C:18]1[CH:23]=[CH:22][CH:21]=[CH:20][CH:19]=1.C(N(CC)CC)C.[CH:34]1([CH2:40][CH2:41][C:42](Cl)=[O:43])[CH2:39][CH2:38][CH2:37][CH2:36][CH2:35]1. (4) Given the product [F:1][C:2]1[CH:7]=[C:6]([N:8]2[CH:13]=[CH:12][CH:11]=[CH:10][C:9]2=[O:14])[CH:5]=[CH:4][C:3]=1[N:15]1[C:19](=[O:20])[CH2:18][CH:17]([NH:48][C:51](=[O:31])[O:45][C:41]([CH3:44])([CH3:43])[CH3:42])[CH2:16]1, predict the reactants needed to synthesize it. The reactants are: [F:1][C:2]1[CH:7]=[C:6]([N:8]2[CH:13]=[CH:12][CH:11]=[CH:10][C:9]2=[O:14])[CH:5]=[CH:4][C:3]=1[N:15]1[C:19](=[O:20])[CH2:18][CH:17](C(O)=O)[CH2:16]1.C1C=CC(P(N=[N+]=[N-])(C2C=CC=CC=2)=[O:31])=CC=1.[C:41]([OH:45])([CH3:44])([CH3:43])[CH3:42].C([N:48]([CH2:51]C)CC)C. (5) Given the product [CH:3]1([N:2]([CH3:1])[C:15]2[C:16]3[CH2:36][N:35]([C:37](=[O:39])[CH3:38])[CH2:34][CH2:33][C:17]=3[N:18]=[C:19]([NH:21][C:22]3[CH:27]=[CH:26][C:25]([C:28]4[O:32][CH:31]=[N:30][CH:29]=4)=[CH:24][CH:23]=3)[N:20]=2)[CH2:8][CH2:7][CH2:6][CH2:5][CH2:4]1, predict the reactants needed to synthesize it. The reactants are: [CH3:1][NH:2][CH:3]1[CH2:8][CH2:7][CH2:6][CH2:5][CH2:4]1.FC(F)(F)S(O[C:15]1[C:16]2[CH2:36][N:35]([C:37](=[O:39])[CH3:38])[CH2:34][CH2:33][C:17]=2[N:18]=[C:19]([NH:21][C:22]2[CH:27]=[CH:26][C:25]([C:28]3[O:32][CH:31]=[N:30][CH:29]=3)=[CH:24][CH:23]=2)[N:20]=1)(=O)=O.S(C1C=CC(C)=CC=1)([O-])(=O)=O. (6) Given the product [CH3:47][C:46]1[CH:45]=[C:44]([CH3:48])[NH:43][C:42](=[O:49])[C:41]=1[CH2:40][NH:39][C:11]([C:10]1[C:9]2[C:4](=[CH:5][CH:6]=[CH:7][CH:8]=2)[N:3]([CH2:14][C:15]2[CH:20]=[N:19][CH:18]=[N:17][CH:16]=2)[C:2]=1[CH3:1])=[O:13], predict the reactants needed to synthesize it. The reactants are: [CH3:1][C:2]1[N:3]([CH2:14][C:15]2[CH:16]=[N:17][CH:18]=[N:19][CH:20]=2)[C:4]2[C:9]([C:10]=1[C:11]([OH:13])=O)=[CH:8][CH:7]=[CH:6][CH:5]=2.C1C=C2N=NN(O)C2=CC=1.N.C(N(CC)CC)C.[NH2:39][CH2:40][C:41]1[C:42]([OH:49])=[N:43][C:44]([CH3:48])=[CH:45][C:46]=1[CH3:47]. (7) Given the product [C:8]([N:28]1[CH2:27][CH2:26][N:25]([C:24]2[N:16]([CH2:12][CH:13]([CH3:15])[CH3:14])[C:17]3[C:22]([N:23]=2)=[C:21]([N:31]2[CH2:32][CH2:33][O:34][CH2:35][CH2:36]2)[N:20]=[C:19]([C:37]2[CH:38]=[N:39][C:40]([NH2:43])=[N:41][CH:42]=2)[N:18]=3)[CH2:30][CH2:29]1)(=[O:10])[CH3:9], predict the reactants needed to synthesize it. The reactants are: C(N(CC)CC)C.[C:8](Cl)(=[O:10])[CH3:9].[CH2:12]([N:16]1[C:24]([N:25]2[CH2:30][CH2:29][NH:28][CH2:27][CH2:26]2)=[N:23][C:22]2[C:17]1=[N:18][C:19]([C:37]1[CH:38]=[N:39][C:40]([NH2:43])=[N:41][CH:42]=1)=[N:20][C:21]=2[N:31]1[CH2:36][CH2:35][O:34][CH2:33][CH2:32]1)[CH:13]([CH3:15])[CH3:14]. (8) Given the product [C:1]([O:5][C:6](=[O:35])[N:7]([CH2:15][C:16]1[CH:17]=[CH:18][C:19]([CH2:22][N:23]([CH2:24][CH2:25][CH2:26][CH2:27][N:28]([CH2:29][CH2:30][CH3:31])[CH2:32][CH2:33][CH3:34])[C:43]([CH3:44])=[O:45])=[CH:20][CH:21]=1)[CH2:8][C:9]1[N:10]([CH3:14])[CH:11]=[CH:12][N:13]=1)([CH3:3])([CH3:4])[CH3:2], predict the reactants needed to synthesize it. The reactants are: [C:1]([O:5][C:6](=[O:35])[N:7]([CH2:15][C:16]1[CH:21]=[CH:20][C:19]([CH2:22][NH:23][CH2:24][CH2:25][CH2:26][CH2:27][N:28]([CH2:32][CH2:33][CH3:34])[CH2:29][CH2:30][CH3:31])=[CH:18][CH:17]=1)[CH2:8][C:9]1[N:10]([CH3:14])[CH:11]=[CH:12][N:13]=1)([CH3:4])([CH3:3])[CH3:2].C(N(CC)CC)C.[C:43](OC(=O)C)(=[O:45])[CH3:44].O. (9) Given the product [C:1]([N:5]([CH2:17][CH3:18])[C:6]1[CH:11]=[CH:10][C:9]([N+:12]([O-:14])=[O:13])=[CH:8][CH:7]=1)([CH3:4])([CH3:2])[CH3:3], predict the reactants needed to synthesize it. The reactants are: [C:1]([NH:5][C:6]1[CH:11]=[CH:10][C:9]([N+:12]([O-:14])=[O:13])=[CH:8][CH:7]=1)([CH3:4])([CH3:3])[CH3:2].[H-].[Na+].[CH2:17](I)[CH3:18].